Dataset: Full USPTO retrosynthesis dataset with 1.9M reactions from patents (1976-2016). Task: Predict the reactants needed to synthesize the given product. (1) Given the product [C:1]([O:5][C:6]([NH:8][C@H:9]([C:20]([O:22][CH:23]1[CH2:27][CH2:26][CH2:25][CH2:24]1)=[O:21])[CH2:10][CH2:11][O:12][Si:13]([C:16]([CH3:19])([CH3:18])[CH3:17])([CH3:15])[CH3:14])=[O:7])([CH3:4])([CH3:2])[CH3:3], predict the reactants needed to synthesize it. The reactants are: [C:1]([O:5][C:6]([NH:8][C@H:9]([C:20]([OH:22])=[O:21])[CH2:10][CH2:11][O:12][Si:13]([C:16]([CH3:19])([CH3:18])[CH3:17])([CH3:15])[CH3:14])=[O:7])([CH3:4])([CH3:3])[CH3:2].[CH:23]1(O)[CH2:27][CH2:26][CH2:25][CH2:24]1.CCN=C=NCCCN(C)C. (2) Given the product [CH3:8]/[CH:9]=[CH:10]/[CH:11]1[CH2:12][C@H:28]([OH:15])[C@H:27]([OH:26])[CH2:29]1, predict the reactants needed to synthesize it. The reactants are: C([Si](Cl)(Cl)Cl)CC.[C:8]1(C)C=[CH:12][CH:11]=[CH:10][CH:9]=1.[OH2:15].C[Si]([O:26][CH:27]([CH3:29])[CH3:28])([O:26][CH:27]([CH3:29])[CH3:28])[O:26][CH:27]([CH3:29])[CH3:28]. (3) Given the product [C:1]([O:5][C:6]([NH:8][C:9]([CH3:13])([CH3:12])[CH:10]=[O:11])=[O:7])([CH3:4])([CH3:3])[CH3:2], predict the reactants needed to synthesize it. The reactants are: [C:1]([O:5][C:6]([NH:8][C:9]([CH3:13])([CH3:12])[CH2:10][OH:11])=[O:7])([CH3:4])([CH3:3])[CH3:2]. (4) Given the product [CH3:15][NH:16][N:17]=[C:2]([CH3:4])[C:1]([O:6][CH2:7][CH3:8])=[O:5], predict the reactants needed to synthesize it. The reactants are: [C:1]([O:6][CH2:7][CH3:8])(=[O:5])[C:2]([CH3:4])=O.[O-]S([O-])(=O)=O.[Mg+2].[CH3:15][NH:16][NH2:17]. (5) Given the product [CH2:20]([O:1][C:2]1[CH:10]=[CH:9][C:5]2[O:6][CH2:7][O:8][C:4]=2[CH:3]=1)[C:18]#[CH:17], predict the reactants needed to synthesize it. The reactants are: [OH:1][C:2]1[CH:10]=[CH:9][C:5]2[O:6][CH2:7][O:8][C:4]=2[CH:3]=1.C(=O)([O-])[O-].[K+].[K+].[CH3:17][C:18]([CH3:20])=O.C(Br)C#C. (6) Given the product [CH2:1]([O:8][CH2:9][CH2:10][CH2:11][C@H:12]([C:21]1[C:25]([I:28])=[C:24]([CH2:26][OH:27])[O:23][N:22]=1)[CH2:13][C:14]([O:16][C:17]([CH3:19])([CH3:18])[CH3:20])=[O:15])[C:2]1[CH:3]=[CH:4][CH:5]=[CH:6][CH:7]=1, predict the reactants needed to synthesize it. The reactants are: [CH2:1]([O:8][CH2:9][CH2:10][CH2:11][C@H:12]([C:21]1[CH:25]=[C:24]([CH2:26][OH:27])[O:23][N:22]=1)[CH2:13][C:14]([O:16][C:17]([CH3:20])([CH3:19])[CH3:18])=[O:15])[C:2]1[CH:7]=[CH:6][CH:5]=[CH:4][CH:3]=1.[I:28]N1C(=O)CCC1=O.[N+]([O-])([O-])=O.[Ce+4].[NH4+].[N+]([O-])([O-])=O.[N+]([O-])([O-])=O.[N+]([O-])([O-])=O.[N+]([O-])([O-])=O.S([O-])([O-])=O.[Na+].[Na+].